Dataset: Reaction yield outcomes from USPTO patents with 853,638 reactions. Task: Predict the reaction yield, written as a fraction of the theoretical maximum amount of product (1.0 means a 100% yield; for example, 0.34 means a 34% yield). (1) The reactants are [Br:1][C:2]1[C:14]2[C:13]3[C:8](=[CH:9][C:10]([C:15](O)([CH3:17])[CH3:16])=[CH:11][CH:12]=3)[NH:7][C:6]=2[C:5]([C:19]([NH2:21])=[O:20])=[CH:4][CH:3]=1.C([SiH](CC)CC)C.C(O)(C(F)(F)F)=O. The catalyst is C(Cl)Cl. The product is [Br:1][C:2]1[C:14]2[C:13]3[C:8](=[CH:9][C:10]([CH:15]([CH3:17])[CH3:16])=[CH:11][CH:12]=3)[NH:7][C:6]=2[C:5]([C:19]([NH2:21])=[O:20])=[CH:4][CH:3]=1. The yield is 0.980. (2) The reactants are C(OC([N:11]1[CH:17]([CH3:18])[CH2:16][C:15](=[O:19])[NH:14][CH2:13][CH2:12]1)=O)C1C=CC=CC=1. The catalyst is C(O)C.[Pd]. The product is [CH3:18][CH:17]1[NH:11][CH2:12][CH2:13][NH:14][C:15](=[O:19])[CH2:16]1. The yield is 0.820. (3) The reactants are [OH:1][C:2]1[CH:3]=[C:4]2[C:10]([C:11]([OH:13])=[O:12])=[N:9][N:8](COCC[Si](C)(C)C)[C:5]2=[N:6][CH:7]=1.Cl.[C:23](=O)(O)[O-].[Na+]. The catalyst is CO. The product is [OH:1][C:2]1[CH:3]=[C:4]2[C:10]([C:11]([O:13][CH3:23])=[O:12])=[N:9][NH:8][C:5]2=[N:6][CH:7]=1. The yield is 0.580.